Predict the reaction yield, written as a fraction of the theoretical maximum amount of product (1.0 means a 100% yield; for example, 0.34 means a 34% yield). From a dataset of Reaction yield outcomes from USPTO patents with 853,638 reactions. (1) The reactants are [N+:1]([C:4]1[CH:9]=[CH:8][CH:7]=[C:6]([O:10][CH3:11])[C:5]=1[OH:12])([O-])=O.[CH2:13](OC(OCC)OCC)C. The catalyst is [Pd].C(O)C.C1(C)C=CC(S(O)(=O)=O)=CC=1. The product is [CH3:11][O:10][C:6]1[C:5]2[O:12][CH:13]=[N:1][C:4]=2[CH:9]=[CH:8][CH:7]=1. The yield is 0.850. (2) The reactants are Br[C:2]1[N:6]([C:7]2[CH:12]=[CH:11][CH:10]=[CH:9][C:8]=2[F:13])[N:5]=[C:4]([C:14]([O:16][CH2:17][CH3:18])=[O:15])[CH:3]=1.C(=O)([O-])[O-].[K+].[K+].[CH3:25][O:26][C:27]1[CH:28]=[C:29]([SH:33])[CH:30]=[CH:31][CH:32]=1. The catalyst is CN(C)C=O.O. The product is [F:13][C:8]1[CH:9]=[CH:10][CH:11]=[CH:12][C:7]=1[N:6]1[C:2]([S:33][C:29]2[CH:30]=[CH:31][CH:32]=[C:27]([O:26][CH3:25])[CH:28]=2)=[CH:3][C:4]([C:14]([O:16][CH2:17][CH3:18])=[O:15])=[N:5]1. The yield is 0.260. (3) The product is [Cl:8][C:3]1[C:2]([O:12][CH2:11][C:10]([F:14])([F:13])[F:9])=[CH:7][CH:6]=[CH:5][N:4]=1. The yield is 0.701. No catalyst specified. The reactants are N[C:2]1[C:3]([Cl:8])=[N:4][CH:5]=[CH:6][CH:7]=1.[F:9][C:10]([F:14])([F:13])[CH2:11][OH:12].CS(O)(=O)=O.S([O-])([O-])(=O)=O.[Mg+2].N(OC(C)(C)C)=O.C(=O)(O)[O-].[Na+]. (4) The reactants are [Cl:1][C:2]1[C:11]2[NH:10][C:9](=[O:12])[C:8]3[S:13][CH:14]=[CH:15][C:7]=3[C:6]=2[C:5]([C:16]2[CH:21]=[CH:20][C:19]([CH:22]([NH:24]C(=O)OC(C)(C)C)[CH3:23])=[CH:18][CH:17]=2)=[C:4]([O:32]C)[CH:3]=1.B(Br)(Br)Br. No catalyst specified. The product is [ClH:1].[NH2:24][C@@H:22]([C:19]1[CH:20]=[CH:21][C:16]([C:5]2[C:6]3[C:7]4[CH:15]=[CH:14][S:13][C:8]=4[C:9](=[O:12])[NH:10][C:11]=3[C:2]([Cl:1])=[CH:3][C:4]=2[OH:32])=[CH:17][CH:18]=1)[CH3:23]. The yield is 0.840. (5) The reactants are [NH2:1][N:2]1[CH:6]=[CH:5][CH:4]=[C:3]1[C:7]([NH:9][C:10]1[CH:15]=[CH:14][CH:13]=[CH:12][CH:11]=1)=[O:8].[C:16]([O:20][C:21]([NH:23][C@@H:24]([CH2:28][CH3:29])[C:25](O)=[O:26])=[O:22])([CH3:19])([CH3:18])[CH3:17].CCN=C=NCCCN(C)C.Cl. The catalyst is C1COCC1.ClCCl. The product is [O:26]=[C:25]([NH:1][N:2]1[CH:6]=[CH:5][CH:4]=[C:3]1[C:7](=[O:8])[NH:9][C:10]1[CH:15]=[CH:14][CH:13]=[CH:12][CH:11]=1)[C@@H:24]([NH:23][C:21](=[O:22])[O:20][C:16]([CH3:19])([CH3:18])[CH3:17])[CH2:28][CH3:29]. The yield is 0.640. (6) The reactants are [F:1][C:2]1[CH:7]=[CH:6][C:5]([F:8])=[CH:4][C:3]=1[C:9]1[S:13][C:12]([CH2:20][CH2:21][CH2:22][NH:23][C:24](=[O:30])[O:25][C:26]([CH3:29])([CH3:28])[CH3:27])([C:14]2[CH:19]=[CH:18][CH:17]=[CH:16][CH:15]=2)[NH:11][N:10]=1.[N:31]1([C:36](N2C=CN=C2)=[S:37])C=CN=C1.[NH2:43]N. The catalyst is C1COCC1. The product is [C:26]([O:25][C:24]([NH:23][CH2:22][CH2:21][CH2:20][C:12]1([C:14]2[CH:19]=[CH:18][CH:17]=[CH:16][CH:15]=2)[N:11]([C:36](=[S:37])[NH:31][NH2:43])[N:10]=[C:9]([C:3]2[CH:4]=[C:5]([F:8])[CH:6]=[CH:7][C:2]=2[F:1])[S:13]1)=[O:30])([CH3:27])([CH3:29])[CH3:28]. The yield is 0.250. (7) The reactants are C[O:2][C:3]1[CH:10]=[C:9]([N+:11]([O-:13])=[O:12])[CH:8]=[CH:7][C:4]=1[CH:5]=[O:6]. The catalyst is C(Cl)Cl.B(Br)(Br)Br. The product is [OH:2][C:3]1[CH:10]=[C:9]([N+:11]([O-:13])=[O:12])[CH:8]=[CH:7][C:4]=1[CH:5]=[O:6]. The yield is 0.780.